Dataset: Reaction yield outcomes from USPTO patents with 853,638 reactions. Task: Predict the reaction yield, written as a fraction of the theoretical maximum amount of product (1.0 means a 100% yield; for example, 0.34 means a 34% yield). The reactants are [CH:1]1([CH2:6][CH2:7][OH:8])[CH2:5][CH2:4][CH2:3][CH2:2]1.[H-].[Na+].F[C:12]1[CH:17]=[CH:16][C:15]([S:18]([CH3:21])(=[O:20])=[O:19])=[CH:14][C:13]=1[C:22]1[C:30]2[C:25](=[C:26]([O:31]C)[N:27]=[CH:28][CH:29]=2)[N:24]([CH3:33])[CH:23]=1. The catalyst is O1CCCC1. The product is [CH:1]1([CH2:6][CH2:7][O:8][C:12]2[CH:17]=[CH:16][C:15]([S:18]([CH3:21])(=[O:20])=[O:19])=[CH:14][C:13]=2[C:22]2[C:30]3[CH:29]=[CH:28][NH:27][C:26](=[O:31])[C:25]=3[N:24]([CH3:33])[CH:23]=2)[CH2:5][CH2:4][CH2:3][CH2:2]1. The yield is 0.345.